Regression. Given a peptide amino acid sequence and an MHC pseudo amino acid sequence, predict their binding affinity value. This is MHC class I binding data. From a dataset of Peptide-MHC class I binding affinity with 185,985 pairs from IEDB/IMGT. (1) The peptide sequence is TSSDTYACW. The MHC is HLA-A02:01 with pseudo-sequence HLA-A02:01. The binding affinity (normalized) is 0.0847. (2) The peptide sequence is YENAFLPFTL. The MHC is HLA-B40:01 with pseudo-sequence HLA-B40:01. The binding affinity (normalized) is 0.998. (3) The peptide sequence is YRGEYRQSR. The MHC is HLA-A25:01 with pseudo-sequence HLA-A25:01. The binding affinity (normalized) is 0.0847. (4) The peptide sequence is VHENKNATW. The MHC is Mamu-B17 with pseudo-sequence Mamu-B17. The binding affinity (normalized) is 0.670. (5) The peptide sequence is EFKQILTDF. The MHC is HLA-A26:03 with pseudo-sequence HLA-A26:03. The binding affinity (normalized) is 0.0847. (6) The peptide sequence is LPPFTQHLL. The MHC is HLA-B54:01 with pseudo-sequence HLA-B54:01. The binding affinity (normalized) is 0.259.